Dataset: Full USPTO retrosynthesis dataset with 1.9M reactions from patents (1976-2016). Task: Predict the reactants needed to synthesize the given product. (1) Given the product [Cl:1][C:2]1[CH:17]=[CH:16][C:15]([Cl:18])=[CH:14][C:3]=1[O:4][C:5]1[C:6]([C:7]([N:34]2[C:35]3[C:40](=[CH:39][CH:38]=[CH:37][CH:36]=3)[CH2:41][CH2:42][CH:33]2[CH3:32])=[O:9])=[CH:10][CH:11]=[CH:12][N:13]=1, predict the reactants needed to synthesize it. The reactants are: [Cl:1][C:2]1[CH:17]=[CH:16][C:15]([Cl:18])=[CH:14][C:3]=1[O:4][C:5]1[N:13]=[CH:12][CH:11]=[CH:10][C:6]=1[C:7]([OH:9])=O.S(Cl)(Cl)=O.C(N(C(C)C)C(C)C)C.[CH3:32][CH:33]1[CH2:42][CH2:41][C:40]2[C:35](=[CH:36][CH:37]=[CH:38][CH:39]=2)[NH:34]1. (2) Given the product [OH:41][C:39]1[CH:40]=[C:35]([NH:34][CH:2]=[C:3]2[C:11]3[C:6](=[CH:7][C:8]([C:12]([C:14]4[CH:19]=[CH:18][C:17]([NH:20][C:21]([C:23]5[N:24]([C:29]([CH3:32])([CH3:31])[CH3:30])[N:25]=[C:26]([CH3:28])[CH:27]=5)=[O:22])=[CH:16][CH:15]=4)=[O:13])=[CH:9][CH:10]=3)[NH:5][C:4]2=[O:33])[CH:36]=[CH:37][C:38]=1[CH3:44], predict the reactants needed to synthesize it. The reactants are: O[CH:2]=[C:3]1[C:11]2[C:6](=[CH:7][C:8]([C:12]([C:14]3[CH:19]=[CH:18][C:17]([NH:20][C:21]([C:23]4[N:24]([C:29]([CH3:32])([CH3:31])[CH3:30])[N:25]=[C:26]([CH3:28])[CH:27]=4)=[O:22])=[CH:16][CH:15]=3)=[O:13])=[CH:9][CH:10]=2)[NH:5][C:4]1=[O:33].[NH2:34][C:35]1[CH:36]=[CH:37][C:38](OC)=[C:39]([OH:41])[CH:40]=1.[CH2:44]1COCC1. (3) Given the product [CH3:3][C:4]1([CH3:22])[N:8]([CH2:30][C:28]2[CH:27]=[CH:26][N:25]=[C:24]([Br:23])[CH:29]=2)[C:7](=[O:9])[N:6]([C:10]2[CH:15]=[CH:14][C:13]([O:16][C:17]([F:20])([F:19])[F:18])=[CH:12][CH:11]=2)[C:5]1=[O:21], predict the reactants needed to synthesize it. The reactants are: [H-].[Na+].[CH3:3][C:4]1([CH3:22])[NH:8][C:7](=[O:9])[N:6]([C:10]2[CH:15]=[CH:14][C:13]([O:16][C:17]([F:20])([F:19])[F:18])=[CH:12][CH:11]=2)[C:5]1=[O:21].[Br:23][C:24]1[CH:29]=[C:28]([CH2:30]Br)[CH:27]=[CH:26][N:25]=1.O.C(#N)C. (4) Given the product [CH:4]1[CH:3]=[CH:2][C:5]2[N:6]([OH:7])[N:32]=[N:41][C:42]=2[CH:43]=1, predict the reactants needed to synthesize it. The reactants are: O.[CH:2]1([C:5]2N=C(N3CCC(CCCOC4C=CC(C(O)=O)=C(C)C=4)CC3)[O:7][N:6]=2)[CH2:4][CH2:3]1.CC[N:32]=C=NCCCN(C)C.[NH2:41][CH2:42][CH2:43]O. (5) Given the product [S:6]1[C:10]2[CH:11]=[CH:12][CH:13]=[CH:14][C:9]=2[CH:8]=[C:7]1[CH2:15][C:16]1[CH:26]=[CH:25][C:19]([O:20][CH2:21][C:3]([NH2:2])=[O:4])=[C:18]([C@@H:27]2[O:56][C@H:55]([CH2:57][O:58][CH2:59][C:60]3[CH:61]=[CH:62][CH:63]=[CH:64][CH:65]=3)[C@@H:46]([O:47][CH2:48][C:49]3[CH:50]=[CH:51][CH:52]=[CH:53][CH:54]=3)[C@H:37]([O:38][CH2:39][C:40]3[CH:45]=[CH:44][CH:43]=[CH:42][CH:41]=3)[C@H:28]2[O:29][CH2:30][C:31]2[CH:32]=[CH:33][CH:34]=[CH:35][CH:36]=2)[CH:17]=1, predict the reactants needed to synthesize it. The reactants are: C[N:2](C)[CH:3]=[O:4].[S:6]1[C:10]2[CH:11]=[CH:12][CH:13]=[CH:14][C:9]=2[CH:8]=[C:7]1[CH2:15][C:16]1[CH:26]=[CH:25][C:19]([O:20][CH2:21]C(O)=O)=[C:18]([C@@H:27]2[O:56][C@H:55]([CH2:57][O:58][CH2:59][C:60]3[CH:65]=[CH:64][CH:63]=[CH:62][CH:61]=3)[C@@H:46]([O:47][CH2:48][C:49]3[CH:54]=[CH:53][CH:52]=[CH:51][CH:50]=3)[C@H:37]([O:38][CH2:39][C:40]3[CH:45]=[CH:44][CH:43]=[CH:42][CH:41]=3)[C@H:28]2[O:29][CH2:30][C:31]2[CH:36]=[CH:35][CH:34]=[CH:33][CH:32]=2)[CH:17]=1.N. (6) Given the product [N:16]1([C:2]2[CH:9]=[CH:8][CH:7]=[CH:6][C:3]=2[CH:4]=[O:5])[CH2:21][CH2:20][CH2:19][CH2:18][CH2:17]1, predict the reactants needed to synthesize it. The reactants are: F[C:2]1[CH:9]=[CH:8][CH:7]=[CH:6][C:3]=1[CH:4]=[O:5].C(=O)([O-])[O-].[K+].[K+].[NH:16]1[CH2:21][CH2:20][CH2:19][CH2:18][CH2:17]1. (7) Given the product [CH3:1][C:2]([N:13]1[CH2:18][CH2:17][O:16][CH2:15][CH2:14]1)([CH3:12])[C:3]([C:5]1[CH:10]=[CH:9][C:8]([N:19]2[CH2:24][CH2:23][NH:22][CH2:21][CH2:20]2)=[CH:7][CH:6]=1)=[O:4], predict the reactants needed to synthesize it. The reactants are: [CH3:1][C:2]([N:13]1[CH2:18][CH2:17][O:16][CH2:15][CH2:14]1)([CH3:12])[C:3]([C:5]1[CH:10]=[CH:9][C:8](F)=[CH:7][CH:6]=1)=[O:4].[NH:19]1[CH2:24][CH2:23][NH:22][CH2:21][CH2:20]1.C1(C)C=CC=CC=1. (8) Given the product [NH:22]1[C:26]2[CH:27]=[CH:28][CH:29]=[CH:30][C:25]=2[N:24]=[C:23]1[CH2:31][CH2:32][CH2:33][O:34][C:6]1[N:5]=[C:4]([NH:12][CH2:13][C:14]2[S:18][C:17]([CH3:19])=[N:16][C:15]=2[CH3:20])[C:3]([CH3:21])=[C:2]([Cl:1])[N:7]=1, predict the reactants needed to synthesize it. The reactants are: [Cl:1][C:2]1[N:7]=[C:6](S(C)(=O)=O)[N:5]=[C:4]([NH:12][CH2:13][C:14]2[S:18][C:17]([CH3:19])=[N:16][C:15]=2[CH3:20])[C:3]=1[CH3:21].[NH:22]1[C:26]2[CH:27]=[CH:28][CH:29]=[CH:30][C:25]=2[N:24]=[C:23]1[CH2:31][CH2:32][CH2:33][OH:34].C[Si]([N-][Si](C)(C)C)(C)C.[Na+]. (9) Given the product [I:13][C:14]1[CH:15]=[C:16]([C:19](=[O:24])[C:20]([F:21])([F:22])[F:23])[N:17]([CH2:5][C:4]2[CH:7]=[CH:8][C:9]([N+:10]([O-:12])=[O:11])=[C:2]([CH3:1])[CH:3]=2)[CH:18]=1, predict the reactants needed to synthesize it. The reactants are: [CH3:1][C:2]1[CH:3]=[C:4]([CH:7]=[CH:8][C:9]=1[N+:10]([O-:12])=[O:11])[CH2:5]Cl.[I:13][C:14]1[CH:15]=[C:16]([C:19](=[O:24])[C:20]([F:23])([F:22])[F:21])[NH:17][CH:18]=1.C(=O)([O-])[O-].[K+].[K+].